From a dataset of Forward reaction prediction with 1.9M reactions from USPTO patents (1976-2016). Predict the product of the given reaction. (1) Given the reactants [Cl:1][C:2]1[CH:7]=[CH:6][C:5]([C:8]2[C:12]([CH2:13][O:14][C:15]3[CH:16]=[C:17]([C:21](O)=[O:22])[N:18]([CH3:20])[N:19]=3)=[C:11]([CH2:24][OH:25])[O:10][N:9]=2)=[CH:4][CH:3]=1.Cl.[F:27][C:28]1([F:34])[CH2:33][CH2:32][NH:31][CH2:30][CH2:29]1, predict the reaction product. The product is: [Cl:1][C:2]1[CH:3]=[CH:4][C:5]([C:8]2[C:12]([CH2:13][O:14][C:15]3[CH:16]=[C:17]([C:21]([N:31]4[CH2:32][CH2:33][C:28]([F:34])([F:27])[CH2:29][CH2:30]4)=[O:22])[N:18]([CH3:20])[N:19]=3)=[C:11]([CH2:24][OH:25])[O:10][N:9]=2)=[CH:6][CH:7]=1. (2) Given the reactants [CH2:1]([O:3][C:4]([C:6]1[S:10][C:9]([C:11]([OH:13])=O)=[CH:8][CH:7]=1)=[O:5])[CH3:2].[CH3:14][N:15]([CH3:19])[CH2:16][CH2:17][NH2:18].ON1C2C=CC=CC=2N=N1.Cl.C(N=C=NCCCN(C)C)C.C(=O)([O-])O.[Na+], predict the reaction product. The product is: [CH3:14][N:15]([CH3:19])[CH2:16][CH2:17][NH:18][C:11]([C:9]1[S:10][C:6]([C:4]([O:3][CH2:1][CH3:2])=[O:5])=[CH:7][CH:8]=1)=[O:13]. (3) Given the reactants C(O[C:4]([C:6]1[S:10][C:9]2[CH:11]=[C:12]([CH2:15]O)[CH:13]=[CH:14][C:8]=2[CH:7]=1)=[O:5])C.CCN(CC)CC.S(Cl)(C)(=O)=O.[N-:29]=[N+:30]=[N-:31].[Na+].[Li+].[OH-].[C:35]1([NH2:42])[CH:40]=[CH:39][CH:38]=[CH:37][C:36]=1[NH2:41].C(Cl)CCl.C1C=CC2N(O)N=NC=2C=1, predict the reaction product. The product is: [NH2:41][C:36]1[CH:37]=[CH:38][CH:39]=[CH:40][C:35]=1[NH:42][C:4]([C:6]1[S:10][C:9]2[CH:11]=[C:12]([CH2:15][N:29]=[N+:30]=[N-:31])[CH:13]=[CH:14][C:8]=2[CH:7]=1)=[O:5]. (4) Given the reactants C(OC([N:8]1[CH2:14][CH2:13][C:12]2[C:15]([S:20][C:21](=O)N(C)C)=[C:16]([Cl:19])[CH:17]=[CH:18][C:11]=2[CH2:10][CH2:9]1)=O)(C)(C)C.BrC[C:28]1[CH:29]=[C:30]([CH:35]=[CH:36][CH:37]=1)[C:31]([O:33][CH3:34])=[O:32], predict the reaction product. The product is: [ClH:19].[Cl:19][C:16]1[CH:17]=[CH:18][C:11]2[CH2:10][CH2:9][NH:8][CH2:14][CH2:13][C:12]=2[C:15]=1[S:20][CH2:21][C:28]1[CH:37]=[CH:36][CH:35]=[C:30]([C:31]([O:33][CH3:34])=[O:32])[CH:29]=1.